From a dataset of Peptide-MHC class I binding affinity with 185,985 pairs from IEDB/IMGT. Regression. Given a peptide amino acid sequence and an MHC pseudo amino acid sequence, predict their binding affinity value. This is MHC class I binding data. (1) The peptide sequence is TKVMFVIRF. The MHC is HLA-B15:03 with pseudo-sequence HLA-B15:03. The binding affinity (normalized) is 0.683. (2) The peptide sequence is GLITGGRRT. The MHC is HLA-A02:01 with pseudo-sequence HLA-A02:01. The binding affinity (normalized) is 0.113. (3) The peptide sequence is RLKMDKLTL. The MHC is HLA-B08:01 with pseudo-sequence HLA-B08:01. The binding affinity (normalized) is 0.483. (4) The peptide sequence is LVGGREWSY. The MHC is HLA-B27:05 with pseudo-sequence HLA-B27:05. The binding affinity (normalized) is 0.0847. (5) The peptide sequence is YFLRRLALV. The MHC is HLA-A69:01 with pseudo-sequence HLA-A69:01. The binding affinity (normalized) is 0.329. (6) The peptide sequence is SSKGLACYR. The MHC is HLA-A33:01 with pseudo-sequence HLA-A33:01. The binding affinity (normalized) is 0.700. (7) The peptide sequence is PFYGKAIPL. The MHC is Patr-A0901 with pseudo-sequence Patr-A0901. The binding affinity (normalized) is 0.425. (8) The peptide sequence is SDYLELKTI. The MHC is Mamu-B01 with pseudo-sequence Mamu-B01. The binding affinity (normalized) is 0.913.